From a dataset of Catalyst prediction with 721,799 reactions and 888 catalyst types from USPTO. Predict which catalyst facilitates the given reaction. (1) Reactant: [O:1]1[C:5]2[CH:6]=[CH:7][C:8]([OH:10])=[CH:9][C:4]=2[O:3][CH2:2]1.[C:11]([O:15][C:16]([N:18]1[CH2:23][CH2:22][CH:21]([N:24]2[C:28]3=[N:29][CH:30]=[N:31][C:32](Cl)=[C:27]3[CH:26]=[N:25]2)[CH2:20][CH2:19]1)=[O:17])([CH3:14])([CH3:13])[CH3:12].C(=O)([O-])[O-].[K+].[K+].C(=O)([O-])[O-].[Na+].[Na+]. Product: [C:11]([O:15][C:16]([N:18]1[CH2:19][CH2:20][CH:21]([N:24]2[C:28]3=[N:29][CH:30]=[N:31][C:32]([O:10][C:8]4[CH:7]=[CH:6][C:5]5[O:1][CH2:2][O:3][C:4]=5[CH:9]=4)=[C:27]3[CH:26]=[N:25]2)[CH2:22][CH2:23]1)=[O:17])([CH3:14])([CH3:12])[CH3:13]. The catalyst class is: 9. (2) Reactant: [C:1]12([C:11]3[N:12]=[C:13]([CH3:18])[S:14][C:15]=3[CH2:16]Cl)[CH2:10][CH:5]3[CH2:6][CH:7]([CH2:9][CH:3]([CH2:4]3)[CH2:2]1)[CH2:8]2.[N-:19]=[N+:20]=[N-:21].[Na+].O. Product: [C:1]12([C:11]3[N:12]=[C:13]([CH3:18])[S:14][C:15]=3[CH2:16][N:19]=[N+:20]=[N-:21])[CH2:10][CH:5]3[CH2:6][CH:7]([CH2:9][CH:3]([CH2:4]3)[CH2:2]1)[CH2:8]2. The catalyst class is: 9. (3) Reactant: CCN(C(C)C)C(C)C.[Br:10][C:11]1[CH:19]=[CH:18][C:14]([C:15]([OH:17])=O)=[CH:13][CH:12]=1.CN(C(ON1N=NC2C=CC=CC1=2)=[N+](C)C)C.[B-](F)(F)(F)F.[CH3:42][NH:43][C@@H:44]([CH3:51])[CH2:45][N:46]1[CH2:49][CH:48]([OH:50])[CH2:47]1. Product: [Br:10][C:11]1[CH:12]=[CH:13][C:14]([C:15]([N:43]([C@@H:44]([CH3:51])[CH2:45][N:46]2[CH2:49][CH:48]([OH:50])[CH2:47]2)[CH3:42])=[O:17])=[CH:18][CH:19]=1. The catalyst class is: 168. (4) Reactant: C([O:8][C@@H:9]1[C@@H:14]([O:15]CC2C=CC=CC=2)[C@H:13]([O:23]CC2C=CC=CC=2)[C@@H:12]([CH2:31][O:32]CC2C=CC=CC=2)[O:11][C@H:10]1[N:40]1[C:48]2[C:43](=[CH:44][CH:45]=[CH:46][N:47]=2)[C:42]([CH2:49][C:50]2[CH:55]=[CH:54][C:53]([O:56][CH3:57])=[CH:52][CH:51]=2)=[CH:41]1)C1C=CC=CC=1.B(Cl)(Cl)Cl.C(O)C. Product: [CH3:57][O:56][C:53]1[CH:52]=[CH:51][C:50]([CH2:49][C:42]2[C:43]3[C:48](=[N:47][CH:46]=[CH:45][CH:44]=3)[N:40]([C@@H:10]3[O:11][C@H:12]([CH2:31][OH:32])[C@@H:13]([OH:23])[C@H:14]([OH:15])[C@H:9]3[OH:8])[CH:41]=2)=[CH:55][CH:54]=1. The catalyst class is: 4.